Dataset: Catalyst prediction with 721,799 reactions and 888 catalyst types from USPTO. Task: Predict which catalyst facilitates the given reaction. (1) Reactant: C(OC([N:8]1[CH2:13][CH2:12][CH:11]([CH2:14][N:15]2[CH:19]=[N:18][C:17]([C@:20]([CH:28]3[CH2:33][CH2:32][CH2:31][CH2:30][CH2:29]3)([OH:27])[C:21]3[CH:26]=[CH:25][CH:24]=[CH:23][CH:22]=3)=[N:16]2)[CH2:10][CH2:9]1)=O)(C)(C)C.Cl.CCOCC. Product: [CH:28]1([C@@:20]([C:21]2[CH:26]=[CH:25][CH:24]=[CH:23][CH:22]=2)([C:17]2[N:18]=[CH:19][N:15]([CH2:14][CH:11]3[CH2:12][CH2:13][NH:8][CH2:9][CH2:10]3)[N:16]=2)[OH:27])[CH2:33][CH2:32][CH2:31][CH2:30][CH2:29]1. The catalyst class is: 2. (2) Reactant: [Cl:1][C:2]1[C:3](=[O:13])[C:4]2([CH3:12])[O:10][C:7]([CH3:11])([C:8]=1Cl)[CH:6]=[CH:5]2.[CH3:14][OH:15].C[O-].[Na+]. Product: [Cl:1][C:2]1[C:3](=[O:13])[C:4]2([CH3:12])[O:10][C:7]([CH3:11])([C:8]=1[O:15][CH3:14])[CH:6]=[CH:5]2. The catalyst class is: 195. (3) Reactant: [NH2:1][C:2]1[N:3]=[C:4]([Cl:20])[C:5]2[CH:10]=[CH:9][N:8]([C@@H:11]3[O:17][C@H:16]([CH2:18][OH:19])[C@@H:14]([OH:15])[C@H:12]3[OH:13])[C:6]=2[N:7]=1.[H-].[Na+].I[CH3:24]. Product: [NH2:1][C:2]1[N:3]=[C:4]([Cl:20])[C:5]2[CH:10]=[CH:9][N:8]([C@@H:11]3[O:17][C@H:16]([CH2:18][OH:19])[C@@H:14]([OH:15])[C@H:12]3[O:13][CH3:24])[C:6]=2[N:7]=1. The catalyst class is: 3. (4) Reactant: [Cl:1][C:2]1[CH:3]=[CH:4][C:5]2[N:6]([CH:8]=[C:9]([NH2:11])[N:10]=2)[N:7]=1.Cl[C:13]([O:15][CH2:16][C:17]([Cl:20])([Cl:19])[Cl:18])=[O:14].O. Product: [Cl:1][C:2]1[CH:3]=[CH:4][C:5]2[N:6]([CH:8]=[C:9]([NH:11][C:13](=[O:14])[O:15][CH2:16][C:17]([Cl:20])([Cl:19])[Cl:18])[N:10]=2)[N:7]=1. The catalyst class is: 44. (5) Reactant: Br[C:2]1[C:11]([CH3:12])=[C:10]2[C:5]([C:6]([Cl:13])=[CH:7][CH:8]=[N:9]2)=[CH:4][CH:3]=1.CCN(C(C)C)C(C)C.CC1(C)C2C(=C(P(C3C=CC=CC=3)C3C=CC=CC=3)C=CC=2)OC2C(P(C3C=CC=CC=3)C3C=CC=CC=3)=CC=CC1=2.[CH2:65]([SH:72])[C:66]1[CH:71]=[CH:70][CH:69]=[CH:68][CH:67]=1. Product: [CH2:65]([S:72][C:2]1[C:11]([CH3:12])=[C:10]2[C:5]([C:6]([Cl:13])=[CH:7][CH:8]=[N:9]2)=[CH:4][CH:3]=1)[C:66]1[CH:71]=[CH:70][CH:69]=[CH:68][CH:67]=1. The catalyst class is: 102. (6) Reactant: [Li:1]CCCC.[CH:6]([NH:9][CH:10]([CH3:12])[CH3:11])([CH3:8])[CH3:7].[CH3:13][C:14]1[N:22]=[C:21]([C:23]([F:26])([F:25])[F:24])[CH:20]=[CH:19][C:15]=1[C:16]([OH:18])=O.[CH3:27][O:28][C:29]1[CH:36]=[CH:35][C:32]([C:33]#[N:34])=[CH:31][CH:30]=1. Product: [Li+:1].[CH3:7][CH:6]([N-:9][CH:10]([CH3:12])[CH3:11])[CH3:8].[CH3:27][O:28][C:29]1[CH:36]=[CH:35][C:32]([C:33]2[N:34]=[C:16]([OH:18])[C:15]3[CH:19]=[CH:20][C:21]([C:23]([F:26])([F:25])[F:24])=[N:22][C:14]=3[CH:13]=2)=[CH:31][CH:30]=1. The catalyst class is: 1. (7) Reactant: [Br:1][C:2]1[CH:29]=[CH:28][C:5]([O:6][C@@H:7]([C:21]2[CH:26]=[CH:25][C:24]([Cl:27])=[CH:23][CH:22]=2)[C@@H:8]([C:12]2[CH:20]=[CH:19][C:15]([C:16](O)=[O:17])=[CH:14][CH:13]=2)[CH2:9][CH2:10][CH3:11])=[C:4]([C:30]#[N:31])[CH:3]=1.C1N=CN(C(N2C=NC=C2)=O)C=1.Cl.[CH2:45]([O:47][C:48](=[O:52])[CH2:49][CH2:50][NH2:51])[CH3:46]. The catalyst class is: 49. Product: [Br:1][C:2]1[CH:29]=[CH:28][C:5]([O:6][C@@H:7]([C:21]2[CH:22]=[CH:23][C:24]([Cl:27])=[CH:25][CH:26]=2)[C@@H:8]([C:12]2[CH:20]=[CH:19][C:15]([C:16]([NH:51][CH2:50][CH2:49][C:48]([O:47][CH2:45][CH3:46])=[O:52])=[O:17])=[CH:14][CH:13]=2)[CH2:9][CH2:10][CH3:11])=[C:4]([C:30]#[N:31])[CH:3]=1.